This data is from Full USPTO retrosynthesis dataset with 1.9M reactions from patents (1976-2016). The task is: Predict the reactants needed to synthesize the given product. (1) Given the product [NH:54]1[CH:46]=[N:44][C:51]([C:52]([N:35]2[C@H:1]3[CH2:8][CH:7]([C:9]4[C:14]5[C:15](=[O:19])[CH2:16][CH2:17][NH:18][C:13]=5[N:12]5[N:20]=[CH:21][C:22]([C:23]6[CH:24]=[N:25][C:26]([C:29]7[CH:30]=[CH:31][CH:32]=[CH:33][CH:34]=7)=[CH:27][CH:28]=6)=[C:11]5[N:10]=4)[CH2:6][C@@H:5]2[CH2:4][O:3][CH2:2]3)=[O:70])=[N:53]1, predict the reactants needed to synthesize it. The reactants are: [CH:1]12[NH:35][CH:5]([CH2:6][CH:7]([C:9]3[C:14]4[C:15](=[O:19])[CH2:16][CH2:17][NH:18][C:13]=4[N:12]4[N:20]=[CH:21][C:22]([C:23]5[CH:24]=[N:25][C:26]([C:29]6[CH:34]=[CH:33][CH:32]=[CH:31][CH:30]=6)=[CH:27][CH:28]=5)=[C:11]4[N:10]=3)[CH2:8]1)[CH2:4][O:3][CH2:2]2.CCN=C=NCCC[N:44]([CH3:46])C.C1C=CC2N(O)[N:54]=[N:53][C:51]=2[CH:52]=1.CCN(C(C)C)C(C)C.CN(C=[O:70])C. (2) Given the product [CH2:16]([CH2:8][N:7]([C:10](=[O:13])[CH2:11][CH3:12])[CH2:6][C:5]([OH:4])=[O:9])[CH3:17], predict the reactants needed to synthesize it. The reactants are: Cl.C([O:4][C:5](=[O:9])[CH2:6][NH:7][CH3:8])C.[C:10](Cl)(=[O:13])[CH2:11][CH3:12].N1C=CC=[CH:17][CH:16]=1. (3) Given the product [CH3:22][N:23]([CH3:44])[CH2:24][CH2:25][NH:26][C:27](=[O:43])[C:28]1[CH:33]=[CH:32][C:31]([C:3]2[C:2]([F:1])=[CH:7][N:6]=[C:5]3[NH:8][C:9]4[C:14]([C:4]=23)=[CH:13][C:12]([C:15]2[CH:16]=[N:17][CH:18]=[CH:19][CH:20]=2)=[N:11][CH:10]=4)=[CH:30][CH:29]=1, predict the reactants needed to synthesize it. The reactants are: [F:1][C:2]1[C:3](I)=[C:4]2[C:14]3[C:9](=[CH:10][N:11]=[C:12]([C:15]4[CH:16]=[N:17][CH:18]=[CH:19][CH:20]=4)[CH:13]=3)[NH:8][C:5]2=[N:6][CH:7]=1.[CH3:22][N:23]([CH3:44])[CH2:24][CH2:25][NH:26][C:27](=[O:43])[C:28]1[CH:33]=[CH:32][C:31](B2OC(C)(C)C(C)(C)O2)=[CH:30][CH:29]=1.C(=O)([O-])[O-].[Cs+].[Cs+].